Dataset: Retrosynthesis with 50K atom-mapped reactions and 10 reaction types from USPTO. Task: Predict the reactants needed to synthesize the given product. (1) Given the product CC(Nc1cccc(Cl)c1F)c1cc(C(=O)N(C)C)cc2c(=O)cc(N3CCOCC3)oc12, predict the reactants needed to synthesize it. The reactants are: CC(Br)c1cc(C(=O)N(C)C)cc2c(=O)cc(N3CCOCC3)oc12.Nc1cccc(Cl)c1F. (2) The reactants are: COC(=O)CBr.Oc1ccc(C(F)(F)F)cc1. Given the product COC(=O)COc1ccc(C(F)(F)F)cc1, predict the reactants needed to synthesize it. (3) Given the product N#CCC1(CCN)CC1, predict the reactants needed to synthesize it. The reactants are: N#CCC1(CC#N)CC1. (4) Given the product CCOC(=O)N1CCC(N(C(=O)C(F)(F)F)c2cc(N3CCN(C)CC3)ccc2C(=O)OC(C)(C)C)CC1, predict the reactants needed to synthesize it. The reactants are: CCOC(=O)N1CCC(Nc2cc(N3CCN(C)CC3)ccc2C(=O)OC(C)(C)C)CC1.O=C(OC(=O)C(F)(F)F)C(F)(F)F. (5) Given the product COC(=O)c1cc(OC)c(NC(=O)[C@@H]2N[C@@H](CC(C)(C)C)[C@](C#N)(c3ccc(Cl)cc3F)[C@H]2c2cccc(Cl)c2F)cc1F, predict the reactants needed to synthesize it. The reactants are: CC(C)(C)C[C@@H]1N[C@@H](C(=O)O)[C@H](c2cccc(Cl)c2F)[C@@]1(C#N)c1ccc(Cl)cc1F.COC(=O)c1cc(OC)c(N)cc1F. (6) Given the product C=CCc1cc(N)cc(CC=C)c1C, predict the reactants needed to synthesize it. The reactants are: C=CCc1cc(NC(=O)C(F)(F)F)cc(CC=C)c1C.